Dataset: Reaction yield outcomes from USPTO patents with 853,638 reactions. Task: Predict the reaction yield, written as a fraction of the theoretical maximum amount of product (1.0 means a 100% yield; for example, 0.34 means a 34% yield). (1) The catalyst is O. The reactants are [CH:1]([C:4]1[O:8][N:7]=[C:6]([CH3:9])[C:5]=1[C:10]([O:12]CC)=[O:11])([CH3:3])[CH3:2].C(O)C.[OH-].[Na+]. The yield is 0.800. The product is [CH:1]([C:4]1[O:8][N:7]=[C:6]([CH3:9])[C:5]=1[C:10]([OH:12])=[O:11])([CH3:3])[CH3:2]. (2) The reactants are [NH2:1][C:2]1[CH:7]=[CH:6][CH:5]=[CH:4][C:3]=1[C:8]1[NH:9][C:10]2[C:15]([CH:16]=1)=[CH:14][CH:13]=[CH:12][CH:11]=2.[C:17]1([CH2:23][C:24](O)=[O:25])[CH:22]=[CH:21][CH:20]=[CH:19][CH:18]=1. No catalyst specified. The product is [NH:9]1[C:10]2[C:15](=[CH:14][CH:13]=[CH:12][CH:11]=2)[CH:16]=[C:8]1[C:3]1[CH:4]=[CH:5][CH:6]=[CH:7][C:2]=1[NH:1][C:24](=[O:25])[CH2:23][C:17]1[CH:22]=[CH:21][CH:20]=[CH:19][CH:18]=1. The yield is 0.620. (3) The catalyst is ClCCl. The product is [CH3:36][C:35]1[CH:34]=[C:33]([CH3:37])[NH:32][C:31](=[O:38])[C:30]=1[CH2:29][NH:28][C:22]([C:14]1[C:13]([CH3:25])=[C:12]([CH:10]([CH:7]2[CH2:6][CH2:5][N:4]([CH2:3][C:2]([OH:1])([CH3:27])[CH3:26])[CH2:9][CH2:8]2)[CH3:11])[N:16]2[C:15]=1[CH:20]=[CH:19][C:18]([CH3:21])=[N:17]2)=[O:23]. The yield is 0.630. The reactants are [OH:1][C:2]([CH3:27])([CH3:26])[CH2:3][N:4]1[CH2:9][CH2:8][CH:7]([CH:10]([C:12]2[N:16]3[N:17]=[C:18]([CH3:21])[CH:19]=[CH:20][C:15]3=[C:14]([C:22](O)=[O:23])[C:13]=2[CH3:25])[CH3:11])[CH2:6][CH2:5]1.[NH2:28][CH2:29][C:30]1[C:31](=[O:38])[NH:32][C:33]([CH3:37])=[CH:34][C:35]=1[CH3:36].C(N(CC)CC)C. (4) The reactants are [CH2:1]([NH:8][CH2:9][C:10]1[C:11](=[O:21])[NH:12][C:13]2[C:18]([CH:19]=1)=[CH:17][C:16]([CH3:20])=[CH:15][CH:14]=2)[C:2]1[CH:7]=[CH:6][CH:5]=[CH:4][CH:3]=1.Cl[C:23]1[CH:30]=[CH:29][C:26]([C:27]#[N:28])=[CH:25][N:24]=1.C(N(CC)CC)C. The catalyst is CS(C)=O. The product is [CH2:1]([N:8]([CH2:9][C:10]1[C:11](=[O:21])[NH:12][C:13]2[C:18]([CH:19]=1)=[CH:17][C:16]([CH3:20])=[CH:15][CH:14]=2)[C:23]1[CH:30]=[CH:29][C:26]([C:27]#[N:28])=[CH:25][N:24]=1)[C:2]1[CH:3]=[CH:4][CH:5]=[CH:6][CH:7]=1. The yield is 0.110. (5) The reactants are Br[C:2]1[CH:7]=[C:6]([CH3:8])[CH:5]=[C:4]([CH3:9])[N:3]=1.[Br:10][C:11]1[CH:16]=[CH:15][C:14]([OH:17])=[CH:13][C:12]=1[F:18].C(=O)([O-])[O-].[K+].[K+]. The catalyst is C(Cl)Cl. The product is [Br:10][C:11]1[CH:16]=[CH:15][C:14]([O:17][C:2]2[CH:7]=[C:6]([CH3:8])[CH:5]=[C:4]([CH3:9])[N:3]=2)=[CH:13][C:12]=1[F:18]. The yield is 0.530.